Dataset: Reaction yield outcomes from USPTO patents with 853,638 reactions. Task: Predict the reaction yield, written as a fraction of the theoretical maximum amount of product (1.0 means a 100% yield; for example, 0.34 means a 34% yield). (1) The reactants are C([O:3][C:4]([C:6]1([C:19](OCC)=[O:20])[CH2:11][CH2:10][C:9]([C:12]2[CH:17]=[CH:16][C:15]([Cl:18])=[CH:14][CH:13]=2)=[CH:8][CH2:7]1)=O)C. The catalyst is O1CCCC1. The product is [Cl:18][C:15]1[CH:14]=[CH:13][C:12]([C:9]2[CH2:10][CH2:11][C:6]([CH2:4][OH:3])([CH2:19][OH:20])[CH2:7][CH:8]=2)=[CH:17][CH:16]=1. The yield is 0.960. (2) The reactants are [F:1][C:2]([F:27])([F:26])[C:3]1[CH:8]=[CH:7][C:6]([N:9]2[CH2:14][CH2:13][CH:12]([O:15][C:16]3[N:17]=[CH:18][C:19]([C:22]([O:24]C)=[O:23])=[N:20][CH:21]=3)[CH2:11][CH2:10]2)=[CH:5][CH:4]=1.[OH-].[Na+].[ClH:30]. The catalyst is CC(C)=O. The product is [ClH:30].[F:27][C:2]([F:1])([F:26])[C:3]1[CH:4]=[CH:5][C:6]([N:9]2[CH2:14][CH2:13][CH:12]([O:15][C:16]3[N:17]=[CH:18][C:19]([C:22]([OH:24])=[O:23])=[N:20][CH:21]=3)[CH2:11][CH2:10]2)=[CH:7][CH:8]=1. The yield is 0.960. (3) The reactants are [Li+].CC([N-]C(C)C)C.[N:9]1([C:20]([O:22][C:23]([CH3:26])([CH3:25])[CH3:24])=[O:21])[CH2:14][CH2:13][CH:12]([C:15]([O:17][CH2:18][CH3:19])=[O:16])[CH2:11][CH2:10]1.[CH2:27](Cl)[O:28][CH2:29][C:30]1[CH:35]=[CH:34][CH:33]=[CH:32][CH:31]=1. The catalyst is C1COCC1. The product is [CH2:29]([O:28][CH2:27][C:12]1([C:15]([O:17][CH2:18][CH3:19])=[O:16])[CH2:11][CH2:10][N:9]([C:20]([O:22][C:23]([CH3:25])([CH3:24])[CH3:26])=[O:21])[CH2:14][CH2:13]1)[C:30]1[CH:35]=[CH:34][CH:33]=[CH:32][CH:31]=1. The yield is 0.340. (4) The reactants are [NH2:1][C:2]1[CH:10]=[C:9]([F:11])[CH:8]=[CH:7][C:3]=1[C:4]([NH2:6])=[O:5].[C:12](OCC)(=O)[C:13]([O:15][CH2:16][CH3:17])=[O:14]. The catalyst is CC(O)=O. The product is [F:11][C:9]1[CH:10]=[C:2]2[C:3]([C:4]([OH:5])=[N:6][C:12]([C:13]([O:15][CH2:16][CH3:17])=[O:14])=[N:1]2)=[CH:7][CH:8]=1. The yield is 0.220. (5) The reactants are Br[CH2:2][CH2:3][C:4]1[C:5](=[O:16])[O:6][C:7]2[C:12]([C:13]=1[CH3:14])=[CH:11][C:10]([OH:15])=[CH:9][CH:8]=2.[NH:17]1[CH2:21][CH2:20][CH2:19][CH2:18]1. The catalyst is CN(C=O)C.O. The product is [OH:15][C:10]1[CH:11]=[C:12]2[C:7](=[CH:8][CH:9]=1)[O:6][C:5](=[O:16])[C:4]([CH2:3][CH2:2][N:17]1[CH2:21][CH2:20][CH2:19][CH2:18]1)=[C:13]2[CH3:14]. The yield is 0.250. (6) The reactants are [CH3:1][O:2][C:3](=[O:24])[CH:4]([C:11]1[CH:16]=[CH:15][C:14]([S:17]([CH3:20])(=[O:19])=[O:18])=[C:13]([N+:21]([O-])=O)[CH:12]=1)[CH2:5][CH:6]1[CH2:10][CH2:9][CH2:8][CH2:7]1.[Cl-].[NH4+]. The catalyst is CO.O.[Zn]. The product is [CH3:1][O:2][C:3](=[O:24])[CH:4]([C:11]1[CH:16]=[CH:15][C:14]([S:17]([CH3:20])(=[O:18])=[O:19])=[C:13]([NH2:21])[CH:12]=1)[CH2:5][CH:6]1[CH2:7][CH2:8][CH2:9][CH2:10]1. The yield is 0.980. (7) The reactants are [Cl:1][C:2]1[CH:3]=[C:4]([C:9]2[C:19]([C:20]([NH2:22])=[O:21])=[C:12]3[CH2:13][NH:14][C:15]4([CH2:18][CH2:17]4)[CH2:16][N:11]3[N:10]=2)[CH:5]=[CH:6][C:7]=1[F:8].[C:23]([N:27]=[C:28]=[O:29])([CH3:26])([CH3:25])[CH3:24]. The catalyst is C1COCC1.O. The product is [C:23]([NH:27][C:28]([N:14]1[C:15]2([CH2:18][CH2:17]2)[CH2:16][N:11]2[N:10]=[C:9]([C:4]3[CH:5]=[CH:6][C:7]([F:8])=[C:2]([Cl:1])[CH:3]=3)[C:19]([C:20]([NH2:22])=[O:21])=[C:12]2[CH2:13]1)=[O:29])([CH3:26])([CH3:25])[CH3:24]. The yield is 0.250.